Dataset: Full USPTO retrosynthesis dataset with 1.9M reactions from patents (1976-2016). Task: Predict the reactants needed to synthesize the given product. (1) Given the product [O:1]1[C:5]2[C:6]([O:10][C:11]3[CH:16]=[CH:15][C:14]([Cl:17])=[CH:13][C:12]=3[O:18][CH2:41][CH2:40][N:35]3[CH:36]=[CH:37][C:38](=[O:39])[NH:33][C:34]3=[O:43])=[CH:7][CH:8]=[CH:9][C:4]=2[CH:3]=[CH:2]1, predict the reactants needed to synthesize it. The reactants are: [O:1]1[C:5]2[C:6]([O:10][C:11]3[CH:16]=[CH:15][C:14]([Cl:17])=[CH:13][C:12]=3[OH:18])=[CH:7][CH:8]=[CH:9][C:4]=2[CH:3]=[CH:2]1.C([O-])([O-])=O.[K+].[K+].C([N:33]1[C:38](=[O:39])[CH:37]=[CH:36][N:35]([CH2:40][CH2:41]Br)[C:34]1=[O:43])(=O)C1C=CC=CC=1. (2) Given the product [C:50]([O:49][C:48]([NH:47][C@H:42]1[CH2:43][C@@H:44]([CH3:46])[CH2:45][N:40]([C:39]2[CH:38]=[CH:37][N:36]=[CH:35][C:34]=2[NH:33][C:30]([C:13]2[C:12]([NH:11][C:9](=[O:10])[O:8][CH2:1][C:2]3[CH:3]=[CH:4][CH:5]=[CH:6][CH:7]=3)=[CH:21][C:20]3[C:15](=[CH:16][C:17]([N:22]4[CH2:27][CH2:26][N:25]([CH3:28])[C:24](=[O:29])[CH2:23]4)=[CH:18][CH:19]=3)[N:14]=2)=[O:32])[CH2:41]1)=[O:54])([CH3:51])([CH3:52])[CH3:53], predict the reactants needed to synthesize it. The reactants are: [CH2:1]([O:8][C:9]([NH:11][C:12]1[C:13]([C:30]([OH:32])=O)=[N:14][C:15]2[C:20]([CH:21]=1)=[CH:19][CH:18]=[C:17]([N:22]1[CH2:27][CH2:26][N:25]([CH3:28])[C:24](=[O:29])[CH2:23]1)[CH:16]=2)=[O:10])[C:2]1[CH:7]=[CH:6][CH:5]=[CH:4][CH:3]=1.[NH2:33][C:34]1[CH:35]=[N:36][CH:37]=[CH:38][C:39]=1[N:40]1[CH2:45][C@H:44]([CH3:46])[CH2:43][C@H:42]([NH:47][C:48](=[O:54])[O:49][C:50]([CH3:53])([CH3:52])[CH3:51])[CH2:41]1.CN(C(ON1N=NC2C=CC=NC1=2)=[N+](C)C)C.F[P-](F)(F)(F)(F)F.CCN(C(C)C)C(C)C.